Dataset: Peptide-MHC class I binding affinity with 185,985 pairs from IEDB/IMGT. Task: Regression. Given a peptide amino acid sequence and an MHC pseudo amino acid sequence, predict their binding affinity value. This is MHC class I binding data. (1) The peptide sequence is PHPVVVRTL. The MHC is HLA-A24:02 with pseudo-sequence HLA-A24:02. The binding affinity (normalized) is 0.0944. (2) The peptide sequence is YLLAWKQVL. The MHC is HLA-A02:17 with pseudo-sequence HLA-A02:17. The binding affinity (normalized) is 0.595. (3) The peptide sequence is HPAAMPHLL. The MHC is Patr-B1301 with pseudo-sequence Patr-B1301. The binding affinity (normalized) is 0.904. (4) The MHC is HLA-A03:01 with pseudo-sequence HLA-A03:01. The binding affinity (normalized) is 0.0847. The peptide sequence is AEGTGITHL.